This data is from Reaction yield outcomes from USPTO patents with 853,638 reactions. The task is: Predict the reaction yield, written as a fraction of the theoretical maximum amount of product (1.0 means a 100% yield; for example, 0.34 means a 34% yield). The catalyst is C(Cl)Cl. The product is [C:17]([C:20]1[CH:21]=[C:22]([NH:26][C:27]([NH:16][C:10]2[CH:11]=[CH:12][C:13]([O:14][CH3:15])=[C:8]([C:3]3[N:4]([CH3:7])[N:5]=[CH:6][C:2]=3[Br:1])[CH:9]=2)=[O:28])[CH:23]=[CH:24][CH:25]=1)(=[O:19])[CH3:18]. The reactants are [Br:1][C:2]1[CH:6]=[N:5][N:4]([CH3:7])[C:3]=1[C:8]1[CH:9]=[C:10]([NH2:16])[CH:11]=[CH:12][C:13]=1[O:14][CH3:15].[C:17]([C:20]1[CH:21]=[C:22]([N:26]=[C:27]=[O:28])[CH:23]=[CH:24][CH:25]=1)(=[O:19])[CH3:18]. The yield is 0.790.